From a dataset of Catalyst prediction with 721,799 reactions and 888 catalyst types from USPTO. Predict which catalyst facilitates the given reaction. Reactant: [CH3:1][O:2][C:3](=[O:19])[C:4]1[CH:9]=[CH:8][CH:7]=[C:6]([CH2:10][O:11][C:12]2[CH:17]=[CH:16][C:15](I)=[CH:14][CH:13]=2)[CH:5]=1.C(=O)([O-])[O-].[K+].[K+].[F:26][C:27]1[C:32]([F:33])=[CH:31][C:30](B(O)O)=[C:29]([O:37][CH3:38])[CH:28]=1. Product: [CH3:1][O:2][C:3](=[O:19])[C:4]1[CH:9]=[CH:8][CH:7]=[C:6]([CH2:10][O:11][C:12]2[CH:17]=[CH:16][C:15]([C:30]3[CH:31]=[C:32]([F:33])[C:27]([F:26])=[CH:28][C:29]=3[O:37][CH3:38])=[CH:14][CH:13]=2)[CH:5]=1. The catalyst class is: 12.